The task is: Predict the reaction yield, written as a fraction of the theoretical maximum amount of product (1.0 means a 100% yield; for example, 0.34 means a 34% yield).. This data is from Reaction yield outcomes from USPTO patents with 853,638 reactions. (1) The reactants are [OH:1][CH:2]1[CH2:7][CH2:6][NH:5][CH2:4][CH2:3]1.[C:8]([O:12][C:13](=[O:29])[NH:14][C:15](=[N:21][C:22]([O:24][C:25]([CH3:28])([CH3:27])[CH3:26])=[O:23])N1C=CC=N1)([CH3:11])([CH3:10])[CH3:9]. The catalyst is C1COCC1. The product is [C:25]([O:24][C:22](=[O:23])[NH:21][C:15](=[N:14][C:13]([O:12][C:8]([CH3:11])([CH3:10])[CH3:9])=[O:29])[N:5]1[CH2:6][CH2:7][CH:2]([OH:1])[CH2:3][CH2:4]1)([CH3:28])([CH3:27])[CH3:26]. The yield is 0.550. (2) The reactants are Cl[C:2]1[C:7]([CH:8]=[O:9])=[C:6]([N:10]2[C:22](=[O:23])[C:14]3[CH:15]=[C:16]4[N:21]([C:13]=3[CH:12]=[N:11]2)[CH2:20][CH2:19][CH2:18][CH2:17]4)[N:5]=[CH:4][CH:3]=1.[CH3:24][N:25]1[CH:30]=[C:29](B2OC(C)(C)C(C)(C)O2)[CH:28]=[C:27]([NH:40][C:41]2[CH:46]=[CH:45][C:44]([N:47]3[CH2:52][CH2:51][N:50]([CH:53]4[CH2:56][O:55][CH2:54]4)[CH2:49][C@@H:48]3[CH3:57])=[CH:43][N:42]=2)[C:26]1=[O:58].C([O-])(=O)C.[Na+].[O-]P([O-])([O-])=O.[K+].[K+].[K+]. The catalyst is C1C=CC(P(C2C=CC=CC=2)[C-]2C=CC=C2)=CC=1.C1C=CC(P(C2C=CC=CC=2)[C-]2C=CC=C2)=CC=1.Cl[Pd]Cl.[Fe+2].O.C(#N)C. The product is [CH3:24][N:25]1[C:26](=[O:58])[C:27]([NH:40][C:41]2[CH:46]=[CH:45][C:44]([N:47]3[CH2:52][CH2:51][N:50]([CH:53]4[CH2:54][O:55][CH2:56]4)[CH2:49][C@@H:48]3[CH3:57])=[CH:43][N:42]=2)=[CH:28][C:29]([C:2]2[C:7]([CH:8]=[O:9])=[C:6]([N:10]3[C:22](=[O:23])[C:14]4[CH:15]=[C:16]5[N:21]([C:13]=4[CH:12]=[N:11]3)[CH2:20][CH2:19][CH2:18][CH2:17]5)[N:5]=[CH:4][CH:3]=2)=[CH:30]1. The yield is 0.530.